From a dataset of Reaction yield outcomes from USPTO patents with 853,638 reactions. Predict the reaction yield, written as a fraction of the theoretical maximum amount of product (1.0 means a 100% yield; for example, 0.34 means a 34% yield). (1) The reactants are ClC1C=CC(C2CC2)=CC=1C(NC(=O)[NH:8][C:9]1[S:10][C:11]2[CH:17]=[C:16]([S:18]([CH3:21])(=[O:20])=[O:19])[CH:15]=[CH:14][C:12]=2[N:13]=1)=O.C1C=C(Cl)[CH:33]=[C:32]([C:37](OO)=O)[CH:31]=1.[C:41](=[O:44])(O)[O-:42].[Na+]. The catalyst is C(Cl)Cl. The product is [NH2:8][C:9]1[S:10][C:11]2[CH:17]=[C:16]([S:18]([CH:21]3[CH2:11][CH2:12][N:13]([C:41]([O:42][C:32]([CH3:31])([CH3:33])[CH3:37])=[O:44])[CH2:9]3)(=[O:19])=[O:20])[CH:15]=[CH:14][C:12]=2[N:13]=1. The yield is 0.570. (2) The reactants are Cl.[NH2:2][C:3]1[CH:4]=[C:5]([CH:12]=[CH:13][C:14]=1[CH3:15])[C:6]([NH:8][CH:9]1[CH2:11][CH2:10]1)=[O:7].CN1CCOCC1.[Cl:23][CH2:24][C:25](Cl)=[O:26]. The catalyst is CC(C)=O. The product is [Cl:23][CH2:24][C:25]([NH:2][C:3]1[CH:4]=[C:5]([CH:12]=[CH:13][C:14]=1[CH3:15])[C:6]([NH:8][CH:9]1[CH2:10][CH2:11]1)=[O:7])=[O:26]. The yield is 0.950. (3) The reactants are FC(F)(F)C(O)=O.[CH2:8]1[C:11]2([CH2:16][CH2:15][N:14](C(OC(C)(C)C)=O)[CH2:13][CH2:12]2)[CH2:10][O:9]1.C(=O)([O-])O.[Na+]. The catalyst is ClCCl. The product is [CH2:8]1[C:11]2([CH2:16][CH2:15][NH:14][CH2:13][CH2:12]2)[CH2:10][O:9]1. The yield is 0.170. (4) The reactants are ClC1C(=O)N([C@@H](C2CC2)COC)C=C(Cl)N=1.[Cl:17][C:18]1[N:19]=[C:20]([NH:32][C:33]2[C:34]([CH3:44])=[N:35][C:36]([O:40][CH:41]([F:43])[F:42])=[C:37]([CH3:39])[CH:38]=2)[C:21](=[O:31])[N:22]([CH2:24][C@H:25]([CH:28]2[CH2:30][CH2:29]2)[O:26][CH3:27])[CH:23]=1.FC(F)OC1N=C(C)C(N)=CC=1C.C[Si]([N-][Si](C)(C)C)(C)C.[Na+]. The catalyst is C1COCC1. The product is [Cl:17][C:18]1[N:19]=[C:20]([NH:32][C:33]2[C:34]([CH3:44])=[N:35][C:36]([O:40][CH:41]([F:43])[F:42])=[C:37]([CH3:39])[CH:38]=2)[C:21](=[O:31])[N:22]([CH2:24][C@H:25]([CH:28]2[CH2:29][CH2:30]2)[O:26][CH3:27])[CH:23]=1. The yield is 0.940. (5) The reactants are [O:1]=[C:2]1[CH2:10][C:9]2[C:4](=[CH:5][CH:6]=[C:7]([C:11]([C:13]3[CH:18]=[CH:17][C:16]([NH:19][C:20](=[O:22])[CH3:21])=[CH:15][CH:14]=3)=[O:12])[CH:8]=2)[NH:3]1.[CH:23](OCC)=[O:24].[O-]CC.[Na+].Cl. The catalyst is C(O)C. The product is [OH:24][CH:23]=[C:10]1[C:9]2[C:4](=[CH:5][CH:6]=[C:7]([C:11]([C:13]3[CH:18]=[CH:17][C:16]([NH:19][C:20](=[O:22])[CH3:21])=[CH:15][CH:14]=3)=[O:12])[CH:8]=2)[NH:3][C:2]1=[O:1]. The yield is 0.750.